Predict the reactants needed to synthesize the given product. From a dataset of Full USPTO retrosynthesis dataset with 1.9M reactions from patents (1976-2016). (1) Given the product [C:3]1([CH:2]=[CH:38][C:40]2[CH:41]=[C:42]([N:46]([CH2:52][C:53]3[CH:54]=[N:55][CH:56]=[CH:57][CH:58]=3)[S:47]([CH2:50][CH3:51])(=[O:49])=[O:48])[CH:43]=[CH:44][CH:45]=2)[CH:8]=[CH:7][CH:6]=[CH:5][CH:4]=1, predict the reactants needed to synthesize it. The reactants are: [Br-].[CH2:2]([P+](C1C=CC=CC=1)(C1C=CC=CC=1)C1C=CC=CC=1)[C:3]1[CH:8]=[CH:7][CH:6]=[CH:5][CH:4]=1.C[Si]([N-][Si](C)(C)C)(C)C.[K+].[CH:38]([C:40]1[CH:41]=[C:42]([N:46]([CH2:52][C:53]2[CH:54]=[N:55][CH:56]=[CH:57][CH:58]=2)[S:47]([CH2:50][CH3:51])(=[O:49])=[O:48])[CH:43]=[CH:44][CH:45]=1)=O. (2) Given the product [CH2:17]([O:21][CH:22]1[C:31]2[C:26](=[CH:27][CH:28]=[CH:29][CH:30]=2)[C:25](=[O:34])[N:24]([CH2:35][CH:36]2[CH2:38][CH2:37]2)[C:23]1(/[CH:49]=[CH:9]/[C:10]([O:12][CH2:13][CH3:14])=[O:11])[CH2:39][NH:40][C:41]([O:42][C:43]([CH3:44])([CH3:46])[CH3:45])=[O:47])[CH2:18][CH2:19][CH3:20], predict the reactants needed to synthesize it. The reactants are: C(OP([CH2:9][C:10]([O:12][CH2:13][CH3:14])=[O:11])(OCC)=O)C.[H-].[Na+].[CH2:17]([O:21][C:22]1[C:31]2[C:26](=[CH:27][CH:28]=[C:29](C=O)[CH:30]=2)[C:25](=[O:34])[N:24]([CH2:35][CH:36]2[CH2:38][CH2:37]2)[C:23]=1[CH2:39][NH:40][C:41](=[O:47])[O:42][C:43]([CH3:46])([CH3:45])[CH3:44])[CH2:18][CH2:19][CH3:20].O.[CH3:49]N(C)C=O.